Task: Predict which catalyst facilitates the given reaction.. Dataset: Catalyst prediction with 721,799 reactions and 888 catalyst types from USPTO (1) Reactant: [CH3:1][C:2]1([C:15]([O:17][CH2:18][CH3:19])=[O:16])[CH2:7][CH2:6][N:5](C(OC(C)(C)C)=O)[CH2:4][CH2:3]1. Product: [CH3:1][C:2]1([C:15]([O:17][CH2:18][CH3:19])=[O:16])[CH2:7][CH2:6][NH:5][CH2:4][CH2:3]1. The catalyst class is: 12. (2) Reactant: [OH:1][C:2]1[CH:11]=[CH:10][CH:9]=[C:8]2[C:3]=1[CH2:4][CH2:5][NH:6][C:7]2=[O:12].[C:13]([O-])([O-])=O.[Cs+].[Cs+].CI. Product: [CH3:13][O:1][C:2]1[CH:11]=[CH:10][CH:9]=[C:8]2[C:3]=1[CH2:4][CH2:5][NH:6][C:7]2=[O:12]. The catalyst class is: 173. (3) Reactant: C([N:9]1[CH2:22][CH2:21][CH:20]2[CH:12]([NH:13][C:14]3[CH:15]=[C:16]([Cl:24])[C:17]([Cl:23])=[CH:18][C:19]=32)[CH2:11][CH2:10]1)(=O)C1C=CC=CC=1.[OH-].[K+].C(O)CO. Product: [Cl:24][C:16]1[C:17]([Cl:23])=[CH:18][C:19]2[CH:20]3[CH2:21][CH2:22][NH:9][CH2:10][CH2:11][CH:12]3[NH:13][C:14]=2[CH:15]=1. The catalyst class is: 6. (4) Reactant: [I:1][C:2]1[CH:3]=[C:4]2[C:9](=[CH:10][CH:11]=1)[C:8](=[O:12])[NH:7][C:6](=[O:13])/[C:5]/2=[CH:14]/OC.[NH2:17][C:18]1[C:19]([OH:31])=[N:20][C:21]([N:24]2[CH2:29][CH2:28][N:27]([CH3:30])[CH2:26][CH2:25]2)=[CH:22][CH:23]=1.C(N(CC)CC)C. Product: [OH:31][C:19]1[C:18]([NH:17]/[CH:14]=[C:5]2\[C:6](=[O:13])[NH:7][C:8](=[O:12])[C:9]3[C:4]\2=[CH:3][C:2]([I:1])=[CH:11][CH:10]=3)=[CH:23][CH:22]=[C:21]([N:24]2[CH2:29][CH2:28][N:27]([CH3:30])[CH2:26][CH2:25]2)[N:20]=1. The catalyst class is: 9. (5) Reactant: Br[C:2]1[CH:13]=[C:12]([O:14][C@@H:15]([C@H:17]2[CH2:21][NH:20][C:19](=[O:22])[CH2:18]2)[CH3:16])[C:5]2[N:6]([CH:9]3[CH2:11][CH2:10]3)[CH:7]=[N:8][C:4]=2[CH:3]=1.C([Sn](CCCC)(CCCC)[C:28]1[CH:33]=[N:32][CH:31]=[CH:30][N:29]=1)CCC. Product: [CH:9]1([N:6]2[C:5]3[C:12]([O:14][C@@H:15]([C@H:17]4[CH2:21][NH:20][C:19](=[O:22])[CH2:18]4)[CH3:16])=[CH:13][C:2]([C:28]4[CH:33]=[N:32][CH:31]=[CH:30][N:29]=4)=[CH:3][C:4]=3[N:8]=[CH:7]2)[CH2:11][CH2:10]1. The catalyst class is: 658.